From a dataset of Forward reaction prediction with 1.9M reactions from USPTO patents (1976-2016). Predict the product of the given reaction. (1) Given the reactants [CH3:1][C:2]1[CH:9]=[C:8]([O:10]C)[CH:7]=[CH:6][C:3]=1[C:4]#[N:5].B(Br)(Br)Br.O, predict the reaction product. The product is: [OH:10][C:8]1[CH:7]=[CH:6][C:3]([C:4]#[N:5])=[C:2]([CH3:1])[CH:9]=1. (2) Given the reactants [CH3:1][CH:2]([C:16]([O-:18])=[O:17])[C:3]1[CH:4]=[CH:5][C:6]([C:10]2[CH:11]=[CH:12][CH:13]=[CH:14][CH:15]=2)=[C:7]([F:9])[CH:8]=1.[Na+].CC[C@@H]([C@H]1O[C@]2(O[C@@H]3CC=C(C)[C@@H](O[C@@H]4O[C@@H](C)[C@H](O[C@@H]5O[C@@H](C)[C@H](O)[C@@H](OC)C5)[C@@H](OC)C4)[C@@H](C)C=CC=C4CO[C@@H]5[C@H](O)C(C)=C[C@@H](C(O[C@@H](C3)C2)=O)[C@]45O)CC[C@@H]1C)C.C[C@@H]1[C@@H](C(C)C)O[C@]2(O[C@@H]3CC=C(C)[C@@H](O[C@@H]4O[C@@H](C)[C@H](O[C@@H]5O[C@@H](C)[C@H](O)[C@@H](OC)C5)[C@@H](OC)C4)[C@@H](C)C=CC=C4CO[C@@H]5[C@H](O)C(C)=C[C@@H](C(O[C@@H](C3)C2)=O)[C@]45O)CC1.C1C(C[C@H](N)C(O)=O)=CC(O)=C(O)C=1.CC(C[C@H](NC([C@H](NC([C@@H](NC([C@@H](NC([C@@H](NC([C@@H](NC([C@H]1NC(=O)CC1)=O)CC1NC=NC=1)=O)CC1C2C=CC=CC=2NC=1)=O)CO)=O)CC1C=CC(O)=CC=1)=O)CC1C=CC=C2C=CC=CC=12)=O)C(N[C@H](C(N1[C@H](C(NCC(N)=O)=O)CCC1)=O)CCCNC(N)=N)=O)C, predict the reaction product. The product is: [CH3:1][CH:2]([C:16]([OH:18])=[O:17])[C:3]1[CH:4]=[CH:5][C:6]([C:10]2[CH:15]=[CH:14][CH:13]=[CH:12][CH:11]=2)=[C:7]([F:9])[CH:8]=1. (3) Given the reactants [CH:1](=[N:8][OH:9])[C:2]1[CH:7]=[CH:6][CH:5]=[CH:4][CH:3]=1.[C:10]([O:14][CH3:15])(=[O:13])[C:11]#[CH:12], predict the reaction product. The product is: [CH3:15][O:14][C:10]([C:11]1[O:9][N:8]=[C:1]([C:2]2[CH:7]=[CH:6][CH:5]=[CH:4][CH:3]=2)[CH:12]=1)=[O:13]. (4) Given the reactants [C:1]([OH:6])(=[O:5])[C@H:2]([CH3:4])[OH:3].[CH3:7][O:8][CH:9]([CH2:11][O:12][CH:13]([CH2:15][O:16][CH:17]([CH2:19][OH:20])[CH3:18])[CH3:14])[CH3:10].P(OC1C=CC=CC=1)(OC1C=CC=CC=1)OC1C=CC=CC=1, predict the reaction product. The product is: [C:1]([OH:6])(=[O:5])[CH:2]([CH3:4])[OH:3].[CH3:7][O:8][CH:9]([CH2:11][O:12][CH:13]([CH2:15][O:16][CH:17]([CH2:19][OH:20])[CH3:18])[CH3:14])[CH3:10]. (5) Given the reactants [NH:1]1[C:5]2[N:6]=[CH:7][CH:8]=[C:9]([C:10]([O:12][CH3:13])=[O:11])[C:4]=2[CH:3]=[CH:2]1.C1N2CN3CN(C2)CN1C3.[C:24](O)(=[O:26])C, predict the reaction product. The product is: [CH:24]([C:3]1[C:4]2[C:9]([C:10]([O:12][CH3:13])=[O:11])=[CH:8][CH:7]=[N:6][C:5]=2[NH:1][CH:2]=1)=[O:26]. (6) Given the reactants [Cl:1][C:2]1[C:7]([F:8])=[C:6]([Cl:9])[CH:5]=[CH:4][C:3]=1[C:10]([N:12]1[CH2:17][CH2:16][NH:15][C:14](=O)[CH2:13]1)=[O:11].F[B-](F)(F)F.C([O+](CC)CC)C.[N:31]1[CH:36]=[CH:35][N:34]=[CH:33][C:32]=1[C:37]([NH:39][NH2:40])=O, predict the reaction product. The product is: [Cl:1][C:2]1[C:7]([F:8])=[C:6]([Cl:9])[CH:5]=[CH:4][C:3]=1[C:10]([N:12]1[CH2:17][CH2:16][N:15]2[C:37]([C:32]3[CH:33]=[N:34][CH:35]=[CH:36][N:31]=3)=[N:39][N:40]=[C:14]2[CH2:13]1)=[O:11].